This data is from Reaction yield outcomes from USPTO patents with 853,638 reactions. The task is: Predict the reaction yield, written as a fraction of the theoretical maximum amount of product (1.0 means a 100% yield; for example, 0.34 means a 34% yield). (1) The reactants are [F:1][C:2]1[CH:8]=[C:7]([F:9])[CH:6]=[CH:5][C:3]=1[NH2:4].[N+:10]([O-:13])([OH:12])=[O:11].[N:14]#[C:15][NH2:16]. The catalyst is CCO. The product is [N+:10]([O-:13])([OH:12])=[O:11].[F:1][C:2]1[CH:8]=[C:7]([F:9])[CH:6]=[CH:5][C:3]=1[NH:4][C:15]([NH2:16])=[NH:14]. The yield is 0.400. (2) The reactants are [OH-].[Na+].[Br:3][C:4]1[CH:13]=[C:12]2[C:7]([C:8]([CH3:25])([CH3:24])[C:9](=[O:23])[C:10]([C:15](=[O:22])[CH2:16][CH2:17][C:18]([O:20]C)=[O:19])=[C:11]2[OH:14])=[CH:6][CH:5]=1. The catalyst is C1COCC1.C(Cl)Cl. The product is [Br:3][C:4]1[CH:13]=[C:12]2[C:7]([C:8]([CH3:25])([CH3:24])[C:9](=[O:23])[C:10]([C:15](=[O:22])[CH2:16][CH2:17][C:18]([OH:20])=[O:19])=[C:11]2[OH:14])=[CH:6][CH:5]=1. The yield is 0.310. (3) The reactants are [CH3:1][O:2][C:3]([C:5]1[CH:10]=[C:9]([NH2:11])[N:8]=[C:7]([C:12]2[CH:17]=[CH:16][C:15]([Cl:18])=[C:14]([O:19][CH3:20])[C:13]=2[F:21])[N:6]=1)=[O:4].[B-](F)(F)(F)[F:23].[B-](F)(F)(F)F.C1[N+]2(CCl)CC[N+](F)(CC2)C1. The catalyst is C(#N)C. The product is [CH3:1][O:2][C:3]([C:5]1[C:10]([F:23])=[C:9]([NH2:11])[N:8]=[C:7]([C:12]2[CH:17]=[CH:16][C:15]([Cl:18])=[C:14]([O:19][CH3:20])[C:13]=2[F:21])[N:6]=1)=[O:4]. The yield is 0.0320. (4) The reactants are Cl.[CH2:2]([N:9]1[CH2:14][CH2:13][CH:12]([C:15]([O:17][CH2:18][CH3:19])=[O:16])[C:11](=O)[CH2:10]1)[C:3]1[CH:8]=[CH:7][CH:6]=[CH:5][CH:4]=1.[H-].[Na+].C1C=CC(N(S(C(F)(F)F)(=O)=O)S(C(F)(F)F)(=O)=O)=CC=1.[CH3:44][C:45]1[CH:49]=[CH:48][S:47][C:46]=1B(O)O.C(=O)([O-])[O-].[K+].[K+]. The catalyst is CN(C=O)C.C1(C)C=CC=CC=1.C1C=CC([P]([Pd]([P](C2C=CC=CC=2)(C2C=CC=CC=2)C2C=CC=CC=2)([P](C2C=CC=CC=2)(C2C=CC=CC=2)C2C=CC=CC=2)[P](C2C=CC=CC=2)(C2C=CC=CC=2)C2C=CC=CC=2)(C2C=CC=CC=2)C2C=CC=CC=2)=CC=1.O. The product is [CH2:2]([N:9]1[CH2:10][C:11]([C:46]2[S:47][CH:48]=[CH:49][C:45]=2[CH3:44])=[C:12]([C:15]([O:17][CH2:18][CH3:19])=[O:16])[CH2:13][CH2:14]1)[C:3]1[CH:8]=[CH:7][CH:6]=[CH:5][CH:4]=1. The yield is 0.710. (5) The reactants are [NH2:1][C:2]1[C:3]([CH3:13])=[C:4]([CH:9]=[C:10](Br)[CH:11]=1)[C:5]([O:7][CH3:8])=[O:6].[CH3:14][N:15](C)C=O. The catalyst is O.[C-]#N.[Zn+2].[C-]#N.[Pd].C1(P(C2C=CC=CC=2)C2C=CC=CC=2)C=CC=CC=1.C1(P(C2C=CC=CC=2)C2C=CC=CC=2)C=CC=CC=1.C1(P(C2C=CC=CC=2)C2C=CC=CC=2)C=CC=CC=1.C1(P(C2C=CC=CC=2)C2C=CC=CC=2)C=CC=CC=1. The product is [NH2:1][C:2]1[C:3]([CH3:13])=[C:4]([CH:9]=[C:10]([C:14]#[N:15])[CH:11]=1)[C:5]([O:7][CH3:8])=[O:6]. The yield is 0.710.